From a dataset of Cav3 T-type calcium channel HTS with 100,875 compounds. Binary Classification. Given a drug SMILES string, predict its activity (active/inactive) in a high-throughput screening assay against a specified biological target. The result is 0 (inactive). The drug is O1N=C(CC21CC(N(C2)C(=O)/C=C\CC)C(=O)N)c1cc(NC(=O)/C=C/C=C/C)ccc1.